Dataset: Forward reaction prediction with 1.9M reactions from USPTO patents (1976-2016). Task: Predict the product of the given reaction. Given the reactants Cl[C:2]1[N:10]=[CH:9][N:8]=[C:7]2[C:3]=1[NH:4][C:5](=[O:11])[NH:6]2.[C:12]([O:16][C:17](=[O:25])[NH:18][CH:19]1[CH2:24][CH2:23][NH:22][CH2:21][CH2:20]1)([CH3:15])([CH3:14])[CH3:13], predict the reaction product. The product is: [C:12]([O:16][C:17](=[O:25])[NH:18][CH:19]1[CH2:24][CH2:23][N:22]([C:2]2[N:10]=[CH:9][N:8]=[C:7]3[C:3]=2[NH:4][C:5](=[O:11])[NH:6]3)[CH2:21][CH2:20]1)([CH3:15])([CH3:13])[CH3:14].